This data is from Full USPTO retrosynthesis dataset with 1.9M reactions from patents (1976-2016). The task is: Predict the reactants needed to synthesize the given product. (1) Given the product [Br:1][C:2]1[CH:3]=[C:4]([C:9]2[N:10]=[C:11]3[CH:16]=[CH:15][CH:14]=[CH:13][N:12]3[C:17]=2[CH2:18][OH:19])[C:5]([Cl:8])=[N:6][CH:7]=1, predict the reactants needed to synthesize it. The reactants are: [Br:1][C:2]1[CH:3]=[C:4]([C:9]2[N:10]=[C:11]3[CH:16]=[CH:15][CH:14]=[CH:13][N:12]3[C:17]=2[CH:18]=[O:19])[C:5]([Cl:8])=[N:6][CH:7]=1.[BH4-].[Na+].O. (2) Given the product [CH:1]1([N:4]([CH2:5][CH:6]2[CH2:7][N:8]([C:10]([C:12]3[CH:13]=[C:14]([CH:27]=[CH:28][C:29]=3[F:30])[CH2:15][C:16]3[C:25]4[C:20](=[CH:21][CH:22]=[CH:23][CH:24]=4)[C:19](=[O:26])[NH:18][N:17]=3)=[O:11])[CH2:9]2)[CH2:40][C:39]#[CH:38])[CH2:2][CH2:3]1, predict the reactants needed to synthesize it. The reactants are: [CH:1]1([NH:4][CH2:5][CH:6]2[CH2:9][N:8]([C:10]([C:12]3[CH:13]=[C:14]([CH:27]=[CH:28][C:29]=3[F:30])[CH2:15][C:16]3[C:25]4[C:20](=[CH:21][CH:22]=[CH:23][CH:24]=4)[C:19](=[O:26])[NH:18][N:17]=3)=[O:11])[CH2:7]2)[CH2:3][CH2:2]1.C([O-])([O-])=O.[Na+].[Na+].Br[CH2:38][C:39]#[CH:40]. (3) Given the product [C:19]([O:23][C:24](=[O:29])[NH:25][CH2:26][CH2:27][O:18][C:13]1[CH:14]=[CH:15][CH:16]=[CH:17][C:12]=1[C:11]1[C:4]2[S:3][CH:7]=[CH:6][C:5]=2[CH:8]=[CH:9][CH:10]=1)([CH3:22])([CH3:21])[CH3:20], predict the reactants needed to synthesize it. The reactants are: [H-].[Na+].[S:3]1[CH:7]=[CH:6][C:5]2[CH:8]=[CH:9][CH:10]=[C:11]([C:12]3[CH:17]=[CH:16][CH:15]=[CH:14][C:13]=3[OH:18])[C:4]1=2.[C:19]([O:23][C:24](=[O:29])[NH:25][CH2:26][CH2:27]Br)([CH3:22])([CH3:21])[CH3:20]. (4) Given the product [NH:13]([C:15](=[O:20])[C:16]([NH:1][CH2:2][C:3]1[C:12]2[C:7](=[CH:8][CH:9]=[CH:10][CH:11]=2)[CH:6]=[CH:5][CH:4]=1)=[O:17])[NH2:14], predict the reactants needed to synthesize it. The reactants are: [NH2:1][CH2:2][C:3]1[C:12]2[C:7](=[CH:8][CH:9]=[CH:10][CH:11]=2)[CH:6]=[CH:5][CH:4]=1.[NH:13]([C:15](=[O:20])[C:16](OC)=[O:17])[NH2:14]. (5) Given the product [Br:1][C:2]1[CH:7]=[CH:6][C:5]([S:8]([NH:18][CH:12]2[CH2:17][CH2:16][CH2:15][CH2:14][CH2:13]2)(=[O:10])=[O:9])=[CH:4][CH:3]=1, predict the reactants needed to synthesize it. The reactants are: [Br:1][C:2]1[CH:7]=[CH:6][C:5]([S:8](Cl)(=[O:10])=[O:9])=[CH:4][CH:3]=1.[CH:12]1([NH2:18])[CH2:17][CH2:16][CH2:15][CH2:14][CH2:13]1. (6) Given the product [ClH:14].[Cl:14][C:15]1[CH:20]=[CH:19][CH:18]=[CH:17][C:16]=1[O:1][C@H:2]1[CH2:6][CH2:5][NH:4][CH2:3]1, predict the reactants needed to synthesize it. The reactants are: [OH:1][C@@H:2]1[CH2:6][CH2:5][N:4](C(OC(C)(C)C)=O)[CH2:3]1.[Cl:14][C:15]1[CH:20]=[CH:19][CH:18]=[CH:17][C:16]=1O. (7) Given the product [CH3:19][C:17]1([CH3:18])[CH2:16][C:15]2[C:10](=[CH:11][CH:12]=[C:13]([C:20]([O:22][CH3:23])=[O:21])[CH:14]=2)[NH:9][CH:8]1[C:5]1[CH:4]=[CH:3][C:2]([NH:1][C:40](=[O:41])[CH2:39][C:33]2[CH:38]=[CH:37][CH:36]=[CH:35][CH:34]=2)=[CH:7][CH:6]=1, predict the reactants needed to synthesize it. The reactants are: [NH2:1][C:2]1[CH:7]=[CH:6][C:5]([CH:8]2[C:17]([CH3:19])([CH3:18])[CH2:16][C:15]3[C:10](=[CH:11][CH:12]=[C:13]([C:20]([O:22][CH3:23])=[O:21])[CH:14]=3)[NH:9]2)=[CH:4][CH:3]=1.C(N(CC)C(C)C)(C)C.[C:33]1([CH2:39][C:40](Cl)=[O:41])[CH:38]=[CH:37][CH:36]=[CH:35][CH:34]=1.